The task is: Predict which catalyst facilitates the given reaction.. This data is from Catalyst prediction with 721,799 reactions and 888 catalyst types from USPTO. (1) Reactant: [CH3:1][C:2]1[N:3]([C:7]2[CH:12]=[CH:11][C:10]([NH:13][C:14]3[N:15]=[C:16]([NH:31][CH2:32][C@@H:33]4[CH2:37][CH2:36][CH2:35][O:34]4)[C:17]4[CH2:23][N:22](C(OC(C)(C)C)=O)[CH2:21][CH2:20][C:18]=4[N:19]=3)=[CH:9][CH:8]=2)[CH:4]=[CH:5][N:6]=1.Cl. Product: [CH3:1][C:2]1[N:3]([C:7]2[CH:8]=[CH:9][C:10]([NH:13][C:14]3[N:15]=[C:16]([NH:31][CH2:32][C@@H:33]4[CH2:37][CH2:36][CH2:35][O:34]4)[C:17]4[CH2:23][NH:22][CH2:21][CH2:20][C:18]=4[N:19]=3)=[CH:11][CH:12]=2)[CH:4]=[CH:5][N:6]=1. The catalyst class is: 5. (2) Reactant: [OH:1][CH2:2][CH2:3][O:4][CH2:5][CH2:6][NH:7][C:8]([C:10]1[CH:11]=[C:12]([CH:17]=[CH:18][CH:19]=1)[C:13]([O:15]C)=[O:14])=[O:9].O.[OH-].[Li+]. Product: [OH:1][CH2:2][CH2:3][O:4][CH2:5][CH2:6][NH:7][C:8]([C:10]1[CH:11]=[C:12]([CH:17]=[CH:18][CH:19]=1)[C:13]([OH:15])=[O:14])=[O:9]. The catalyst class is: 30. (3) Reactant: [CH:1]1([CH2:4][N:5]2[CH2:10][CH2:9][N:8]([C:11]3[CH:16]=[CH:15][C:14]([NH2:17])=[CH:13][CH:12]=3)[CH2:7][CH2:6]2)[CH2:3][CH2:2]1.[C:18](N1C=CN=C1)(N1C=CN=C1)=[S:19]. The catalyst class is: 9. Product: [N:17]([C:14]1[CH:13]=[CH:12][C:11]([N:8]2[CH2:9][CH2:10][N:5]([CH2:4][CH:1]3[CH2:2][CH2:3]3)[CH2:6][CH2:7]2)=[CH:16][CH:15]=1)=[C:18]=[S:19].